Dataset: Merck oncology drug combination screen with 23,052 pairs across 39 cell lines. Task: Regression. Given two drug SMILES strings and cell line genomic features, predict the synergy score measuring deviation from expected non-interaction effect. (1) Synergy scores: synergy=1.63. Drug 2: C#Cc1cccc(Nc2ncnc3cc(OCCOC)c(OCCOC)cc23)c1. Cell line: SW620. Drug 1: NC1(c2ccc(-c3nc4ccn5c(=O)[nH]nc5c4cc3-c3ccccc3)cc2)CCC1. (2) Drug 2: O=C(CCCCCCC(=O)Nc1ccccc1)NO. Synergy scores: synergy=-15.1. Cell line: NCIH23. Drug 1: O=c1[nH]cc(F)c(=O)[nH]1. (3) Drug 1: COC12C(COC(N)=O)C3=C(C(=O)C(C)=C(N)C3=O)N1CC1NC12. Drug 2: CC(C)CC(NC(=O)C(Cc1ccccc1)NC(=O)c1cnccn1)B(O)O. Cell line: NCIH23. Synergy scores: synergy=-15.1. (4) Synergy scores: synergy=31.7. Drug 2: CS(=O)(=O)CCNCc1ccc(-c2ccc3ncnc(Nc4ccc(OCc5cccc(F)c5)c(Cl)c4)c3c2)o1. Cell line: NCIH1650. Drug 1: O=S1(=O)NC2(CN1CC(F)(F)F)C1CCC2Cc2cc(C=CCN3CCC(C(F)(F)F)CC3)ccc2C1. (5) Drug 1: CC1CC2C3CCC4=CC(=O)C=CC4(C)C3(F)C(O)CC2(C)C1(O)C(=O)CO. Drug 2: CS(=O)(=O)CCNCc1ccc(-c2ccc3ncnc(Nc4ccc(OCc5cccc(F)c5)c(Cl)c4)c3c2)o1. Cell line: COLO320DM. Synergy scores: synergy=4.68. (6) Synergy scores: synergy=41.8. Drug 2: Cn1c(=O)n(-c2ccc(C(C)(C)C#N)cc2)c2c3cc(-c4cnc5ccccc5c4)ccc3ncc21. Drug 1: O=S1(=O)NC2(CN1CC(F)(F)F)C1CCC2Cc2cc(C=CCN3CCC(C(F)(F)F)CC3)ccc2C1. Cell line: OVCAR3. (7) Drug 1: O=S1(=O)NC2(CN1CC(F)(F)F)C1CCC2Cc2cc(C=CCN3CCC(C(F)(F)F)CC3)ccc2C1. Drug 2: Nc1ccn(C2OC(CO)C(O)C2(F)F)c(=O)n1. Cell line: CAOV3. Synergy scores: synergy=-0.0524.